From a dataset of Forward reaction prediction with 1.9M reactions from USPTO patents (1976-2016). Predict the product of the given reaction. Given the reactants Cl[C:2]1[CH:7]=[CH:6][N:5]=[C:4]2[O:8][C:9]([C:19]3[CH:24]=[CH:23][CH:22]=[CH:21][CH:20]=3)=[C:10]([C:11]3[CH:16]=[CH:15][C:14]([CH2:17][CH3:18])=[CH:13][CH:12]=3)[C:3]=12.[NH2:25][CH2:26][C:27]([CH3:31])([CH3:30])[CH2:28][OH:29], predict the reaction product. The product is: [CH2:17]([C:14]1[CH:15]=[CH:16][C:11]([C:10]2[C:3]3[C:4](=[N:5][CH:6]=[CH:7][C:2]=3[NH:25][CH2:26][C:27]([CH3:31])([CH3:30])[CH2:28][OH:29])[O:8][C:9]=2[C:19]2[CH:24]=[CH:23][CH:22]=[CH:21][CH:20]=2)=[CH:12][CH:13]=1)[CH3:18].